From a dataset of Forward reaction prediction with 1.9M reactions from USPTO patents (1976-2016). Predict the product of the given reaction. Given the reactants C([Sn](CCCC)(CCCC)[C:6]1[O:7][CH:8]=[CH:9][CH:10]=1)CCC.Br[C:20]1[C:29]([CH3:30])=[CH:28][C:27]2[C:22](=[CH:23][CH:24]=[C:25]([O:31][CH3:32])[CH:26]=2)[C:21]=1[O:33][CH2:34][O:35][CH3:36], predict the reaction product. The product is: [CH3:32][O:31][C:25]1[CH:26]=[C:27]2[C:22](=[CH:23][CH:24]=1)[C:21]([O:33][CH2:34][O:35][CH3:36])=[C:20]([C:6]1[O:7][CH:8]=[CH:9][CH:10]=1)[C:29]([CH3:30])=[CH:28]2.